From a dataset of Blood-brain barrier permeability classification from the B3DB database. Regression/Classification. Given a drug SMILES string, predict its absorption, distribution, metabolism, or excretion properties. Task type varies by dataset: regression for continuous measurements (e.g., permeability, clearance, half-life) or binary classification for categorical outcomes (e.g., BBB penetration, CYP inhibition). Dataset: b3db_classification. (1) The compound is COc1cccc2c1C(=O)c1c(O)c3c(c(O)c1C2=O)C[C@](O)([C@@H](O)CO)C[C@H]3O. The result is 0 (does not penetrate BBB). (2) The drug is COc1ccc(-c2ccc3cc(C(=O)O)ccc3c2)cc1C12CC3CC(CC(C3)C1)C2. The result is 0 (does not penetrate BBB). (3) The compound is CN[C@H]1CCc2ncsc2C1. The result is 1 (penetrates BBB). (4) The drug is Cc1nc2c([nH]1)CCN(C(=O)c1ccc(NC(=O)c3ccccc3-c3ccccc3)cc1)c1ccccc1-2. The result is 0 (does not penetrate BBB). (5) The compound is CN1CCN2c3ccccc3Cc3ccccc3C2C1. The result is 1 (penetrates BBB). (6) The molecule is CN1CCc2cc(Cl)c(O)cc2[C@@H](c2ccccc2)C1. The result is 1 (penetrates BBB). (7) The drug is O=C(NCCS(=O)(=O)O)c1cccs1. The result is 0 (does not penetrate BBB). (8) The compound is Cn1cc[nH]c1=S. The result is 0 (does not penetrate BBB).